This data is from Forward reaction prediction with 1.9M reactions from USPTO patents (1976-2016). The task is: Predict the product of the given reaction. The product is: [CH2:1]([O:8][NH:9][C@H:10]1[CH2:15][N:14]([C:16]([O:18][C:19]([CH3:21])([CH3:22])[CH3:20])=[O:17])[C@H:13]([C:23]([O:25][C:27]2[CH:32]=[CH:31][C:30]([S:33](=[O:35])(=[O:34])[NH2:36])=[CH:29][CH:28]=2)=[O:24])[CH2:12][CH2:11]1)[C:2]1[CH:3]=[CH:4][CH:5]=[CH:6][CH:7]=1. Given the reactants [CH2:1]([O:8][NH:9][C@H:10]1[CH2:15][N:14]([C:16]([O:18][C:19]([CH3:22])([CH3:21])[CH3:20])=[O:17])[C@H:13]([C:23]([OH:25])=[O:24])[CH2:12][CH2:11]1)[C:2]1[CH:7]=[CH:6][CH:5]=[CH:4][CH:3]=1.O[C:27]1[CH:32]=[CH:31][C:30]([S:33]([NH2:36])(=[O:35])=[O:34])=[CH:29][CH:28]=1.Cl.C(N=C=NCCCN(C)C)C, predict the reaction product.